Task: Predict the product of the given reaction.. Dataset: Forward reaction prediction with 1.9M reactions from USPTO patents (1976-2016) (1) Given the reactants [Cl:1][C:2]1[CH:3]=[C:4]([CH:24]([CH2:30][CH:31]([CH3:33])[CH3:32])[C:25]([O:27]CC)=[O:26])[CH:5]=[C:6]([C:14]2[CH:19]=[CH:18][C:17]([C:20]([F:23])([F:22])[F:21])=[CH:16][CH:15]=2)[C:7]=1[O:8][CH2:9][C:10]([F:13])([F:12])[F:11].O.[OH-].[Li+], predict the reaction product. The product is: [Cl:1][C:2]1[CH:3]=[C:4]([CH:24]([CH2:30][CH:31]([CH3:33])[CH3:32])[C:25]([OH:27])=[O:26])[CH:5]=[C:6]([C:14]2[CH:15]=[CH:16][C:17]([C:20]([F:21])([F:22])[F:23])=[CH:18][CH:19]=2)[C:7]=1[O:8][CH2:9][C:10]([F:12])([F:13])[F:11]. (2) Given the reactants [S:1]1[CH2:6][CH2:5][CH2:4][S:3][CH2:2]1.C([Li])CCC.[CH3:12][CH2:13][CH:14]=[CH:15][SiH:16]([CH2:23]F)[C:17]1[CH:22]=[CH:21][CH:20]=[CH:19][CH:18]=1, predict the reaction product. The product is: [CH2:15]([SiH:16]([CH2:23][CH:2]1[S:3][CH2:4][CH2:5][CH2:6][S:1]1)[C:17]1[CH:22]=[CH:21][CH:20]=[CH:19][CH:18]=1)[CH2:14][CH:13]=[CH2:12]. (3) Given the reactants [H-].[Na+].[CH3:3][O:4][CH2:5][C@H:6]1[CH2:10][CH2:9][CH2:8][N:7]1[C:11]([C:13]1[S:21][C:20]2[C:15](=[N:16][CH:17]=[CH:18][C:19]=2[O:22][C:23]2[CH:24]=[C:25]3[C:29](=[CH:30][CH:31]=2)[NH:28][C:27]([CH3:32])=[CH:26]3)[CH:14]=1)=[O:12].[CH2:33](I)[CH3:34], predict the reaction product. The product is: [CH2:33]([N:28]1[C:29]2[C:25](=[CH:24][C:23]([O:22][C:19]3[CH:18]=[CH:17][N:16]=[C:15]4[CH:14]=[C:13]([C:11]([N:7]5[CH2:8][CH2:9][CH2:10][C@@H:6]5[CH2:5][O:4][CH3:3])=[O:12])[S:21][C:20]=34)=[CH:31][CH:30]=2)[CH:26]=[C:27]1[CH3:32])[CH3:34]. (4) Given the reactants Cl.Cl.[O:3]1[C:8]2=[CH:9][CH:10]=[CH:11][C:7]2=[C:6]([CH:12]2[CH2:17][CH2:16][CH2:15][CH2:14][N:13]2[CH2:18][CH2:19][C@H:20]2[CH2:25][CH2:24][C@H:23]([NH2:26])[CH2:22][CH2:21]2)[CH:5]=[CH:4]1.[CH3:27][O:28][CH2:29][CH2:30][C:31](O)=[O:32], predict the reaction product. The product is: [O:3]1[C:8]2=[CH:9][CH:10]=[CH:11][C:7]2=[C:6]([CH:12]2[CH2:17][CH2:16][CH2:15][CH2:14][N:13]2[CH2:18][CH2:19][C@H:20]2[CH2:21][CH2:22][C@H:23]([NH:26][C:31](=[O:32])[CH2:30][CH2:29][O:28][CH3:27])[CH2:24][CH2:25]2)[CH:5]=[CH:4]1.